This data is from Forward reaction prediction with 1.9M reactions from USPTO patents (1976-2016). The task is: Predict the product of the given reaction. (1) Given the reactants [CH3:1][N:2]1[CH2:10][C:9]2[C:4](=[C:5]([N+:22]([O-])=O)[CH:6]=[CH:7][C:8]=2[C:11]2[CH2:16][CH2:15][CH:14]([C:17]([O:19][CH2:20][CH3:21])=[O:18])[CH2:13][CH:12]=2)[C:3]1=[O:25].CCO, predict the reaction product. The product is: [NH2:22][C:5]1[CH:6]=[CH:7][C:8]([C@H:11]2[CH2:12][CH2:13][C@H:14]([C:17]([O:19][CH2:20][CH3:21])=[O:18])[CH2:15][CH2:16]2)=[C:9]2[C:4]=1[C:3](=[O:25])[N:2]([CH3:1])[CH2:10]2. (2) Given the reactants F[C:2]1[C:7]([C:8]2[N:16]=[CH:15][N:14]=[C:13]3[C:9]=2[N:10]=[C:11]([CH3:23])[N:12]3C2CCCCO2)=[CH:6][CH:5]=[CH:4][N:3]=1.[NH2:24][C:25]1[C:26]([F:39])=[C:27]([NH:32][S:33]([CH2:36][CH2:37][CH3:38])(=[O:35])=[O:34])[CH:28]=[CH:29][C:30]=1[F:31], predict the reaction product. The product is: [F:39][C:26]1[C:25]([NH:24][C:2]2[C:7]([C:8]3[N:16]=[CH:15][N:14]=[C:13]4[C:9]=3[N:10]=[C:11]([CH3:23])[NH:12]4)=[CH:6][CH:5]=[CH:4][N:3]=2)=[C:30]([F:31])[CH:29]=[CH:28][C:27]=1[NH:32][S:33]([CH2:36][CH2:37][CH3:38])(=[O:35])=[O:34]. (3) Given the reactants [Br:1][C:2]1[C:11]([F:12])=[C:10]2[C:5]([C:6](Cl)=[N:7][CH:8]=[N:9]2)=[CH:4][C:3]=1[Cl:14].[N:15]1([C:21]([O:23][C:24]([CH3:27])([CH3:26])[CH3:25])=[O:22])[CH2:20][CH2:19][NH:18][CH2:17][CH2:16]1.CCN(C(C)C)C(C)C, predict the reaction product. The product is: [Br:1][C:2]1[C:11]([F:12])=[C:10]2[C:5]([C:6]([N:18]3[CH2:17][CH2:16][N:15]([C:21]([O:23][C:24]([CH3:27])([CH3:26])[CH3:25])=[O:22])[CH2:20][CH2:19]3)=[N:7][CH:8]=[N:9]2)=[CH:4][C:3]=1[Cl:14]. (4) Given the reactants F[C:2]1[CH:10]=[C:9]([F:11])[CH:8]=[CH:7][C:3]=1[C:4]([OH:6])=[O:5].[OH-:12].[Na+].Cl, predict the reaction product. The product is: [F:11][C:9]1[CH:10]=[C:2]([OH:12])[C:3](=[CH:7][CH:8]=1)[C:4]([OH:6])=[O:5]. (5) Given the reactants [Cl:1][C:2]1[C:11]2[NH:10][C:9](=[O:12])[C:8]3[S:13][CH:14]=[CH:15][C:7]=3[C:6]=2[C:5]([C:16]2[CH:21]=[CH:20][C:19]([CH:22]([CH3:32])[CH2:23][NH:24]C(=O)OC(C)(C)C)=[CH:18][CH:17]=2)=[C:4]([O:33]C)[CH:3]=1.B(Br)(Br)Br, predict the reaction product. The product is: [ClH:1].[NH2:24][CH2:23][CH:22]([C:19]1[CH:18]=[CH:17][C:16]([C:5]2[C:6]3[C:7]4[CH:15]=[CH:14][S:13][C:8]=4[C:9](=[O:12])[NH:10][C:11]=3[C:2]([Cl:1])=[CH:3][C:4]=2[OH:33])=[CH:21][CH:20]=1)[CH3:32]. (6) Given the reactants [F:1][C:2]([C:5]1[CH:18]=[CH:17][C:8](/[CH:9]=[N:10]/[S@@:11]([C:13]([CH3:16])([CH3:15])[CH3:14])=[O:12])=[C:7]([F:19])[CH:6]=1)([F:4])[CH3:3].[CH3:20][Mg]Br, predict the reaction product. The product is: [F:1][C:2]([C:5]1[CH:18]=[CH:17][C:8]([C@@H:9]([NH:10][S:11]([C:13]([CH3:14])([CH3:15])[CH3:16])=[O:12])[CH3:20])=[C:7]([F:19])[CH:6]=1)([F:4])[CH3:3]. (7) Given the reactants Br[C:2]1[S:6][C:5]([N:7]([C:11]2[CH:16]=[CH:15][CH:14]=[CH:13][N:12]=2)C(=O)C)=[N:4][CH:3]=1.[C:17]1([CH3:26])[CH:22]=[CH:21][CH:20]=[CH:19][C:18]=1B(O)O.[O-]P([O-])([O-])=O.[K+].[K+].[K+].[Li+].[OH-], predict the reaction product. The product is: [N:12]1[CH:13]=[CH:14][CH:15]=[CH:16][C:11]=1[NH:7][C:5]1[S:6][C:2]([C:18]2[CH:19]=[CH:20][CH:21]=[CH:22][C:17]=2[CH3:26])=[CH:3][N:4]=1. (8) Given the reactants [C:1]1([C:7]2[S:8][C:9]([C:18]([O:20][CH2:21][CH3:22])=[O:19])=[C:10]([C:12]3[CH:17]=[CH:16][CH:15]=[CH:14][CH:13]=3)[N:11]=2)[CH:6]=[CH:5][CH:4]=[CH:3][CH:2]=1.[O:23]=[C:24](C1C=CC=CC=1)C(OS(C1C=CC(C)=CC=1)(=O)=O)C(OCC)=O.COC1C=CC(C(N)=S)=CC=1, predict the reaction product. The product is: [CH3:24][O:23][C:4]1[CH:3]=[CH:2][C:1]([C:7]2[S:8][C:9]([C:18]([O:20][CH2:21][CH3:22])=[O:19])=[C:10]([C:12]3[CH:13]=[CH:14][CH:15]=[CH:16][CH:17]=3)[N:11]=2)=[CH:6][CH:5]=1. (9) Given the reactants [CH:1]([CH:4]1[C:13]2[C:9](=[CH:10][N:11](CC3C=CC(OC)=CC=3)[N:12]=2)[C:8]2[N:23]=[C:24]([NH:26][C:27]3[N:32]=[C:31]([CH3:33])[CH:30]=[CH:29][N:28]=3)[S:25][C:7]=2[CH2:6][O:5]1)([CH3:3])[CH3:2], predict the reaction product. The product is: [CH:1]([CH:4]1[C:13]2[C:9](=[CH:10][NH:11][N:12]=2)[C:8]2[N:23]=[C:24]([NH:26][C:27]3[N:32]=[C:31]([CH3:33])[CH:30]=[CH:29][N:28]=3)[S:25][C:7]=2[CH2:6][O:5]1)([CH3:3])[CH3:2].